Dataset: Reaction yield outcomes from USPTO patents with 853,638 reactions. Task: Predict the reaction yield, written as a fraction of the theoretical maximum amount of product (1.0 means a 100% yield; for example, 0.34 means a 34% yield). (1) The reactants are [NH2:1][C:2]1[CH:3]=[C:4]([C:8]2[C:16]3[C:11](=[CH:12][CH:13]=[C:14]([C:17]([NH2:19])=[O:18])[CH:15]=3)[N:10](C3CCCCO3)[N:9]=2)[CH:5]=[CH:6][CH:7]=1.[F:26][C:27]1[CH:32]=[CH:31][C:30]([CH2:33][CH2:34][C:35](O)=[O:36])=[CH:29][CH:28]=1.CCN=C=NCCCN(C)C. No catalyst specified. The product is [F:26][C:27]1[CH:28]=[CH:29][C:30]([CH2:33][CH2:34][C:35]([NH:1][C:2]2[CH:3]=[C:4]([C:8]3[C:16]4[C:11](=[CH:12][CH:13]=[C:14]([C:17]([NH2:19])=[O:18])[CH:15]=4)[NH:10][N:9]=3)[CH:5]=[CH:6][CH:7]=2)=[O:36])=[CH:31][CH:32]=1. The yield is 0.0900. (2) The reactants are [C:1]([O:5][C:6]([CH3:9])([CH3:8])[CH3:7])(=[O:4])[NH:2][NH2:3].[CH:10](=O)[C:11]1[CH:16]=[CH:15][CH:14]=[C:13]([O:17][CH3:18])[CH:12]=1. The catalyst is C(OCC)(=O)C. The product is [CH3:18][O:17][C:13]1[CH:12]=[C:11]([CH:10]=[N:3][NH:2][C:1]([O:5][C:6]([CH3:9])([CH3:8])[CH3:7])=[O:4])[CH:16]=[CH:15][CH:14]=1. The yield is 0.914. (3) The reactants are [OH:1][C:2]1[CH:7]=[CH:6][CH:5]=[CH:4][C:3]=1[N:8]1[CH2:13][CH2:12][N:11]([C:14]([O:16][C:17]([CH3:20])([CH3:19])[CH3:18])=[O:15])[CH2:10][CH2:9]1.[H-].[Na+].[CH3:23][O:24][CH2:25][CH2:26][O:27][CH2:28]Cl. The catalyst is CN(C=O)C. The product is [CH3:23][O:24][CH2:25][CH2:26][O:27][CH2:28][O:1][C:2]1[CH:7]=[CH:6][CH:5]=[CH:4][C:3]=1[N:8]1[CH2:13][CH2:12][N:11]([C:14]([O:16][C:17]([CH3:20])([CH3:19])[CH3:18])=[O:15])[CH2:10][CH2:9]1. The yield is 0.220. (4) The reactants are [CH2:1]([O:3][C:4](=[O:15])[C:5]([OH:14])([C:10]([F:13])([F:12])[F:11])[CH2:6][C:7]([CH3:9])=[CH2:8])[CH3:2].[Cl-].[Al+3].[Cl-].[Cl-].[F:20][C:21]1[CH:26]=[CH:25][C:24]([O:27][CH3:28])=[CH:23][CH:22]=1. No catalyst specified. The product is [CH2:1]([O:3][C:4](=[O:15])[C:5]([OH:14])([C:10]([F:13])([F:12])[F:11])[CH2:6][C:7]([C:25]1[CH:26]=[C:21]([F:20])[CH:22]=[CH:23][C:24]=1[O:27][CH3:28])([CH3:9])[CH3:8])[CH3:2]. The yield is 0.710. (5) The reactants are [CH2:1]([O:8][CH2:9][C@H:10]1[C@@H:14]([O:15][Si:16]([C:19]([CH3:22])([CH3:21])[CH3:20])([CH3:18])[CH3:17])[CH2:13][C@H:12]([NH2:23])[CH2:11]1)[C:2]1[CH:7]=[CH:6][CH:5]=[CH:4][CH:3]=1.C(N(CC)CC)C.[Cl:31][C:32]1[N:37]=[C:36](Cl)[N:35]=[C:34]([NH:39][C@@H:40]2[C:48]3[C:43](=[CH:44][CH:45]=[CH:46][CH:47]=3)[CH2:42][C@@H:41]2[O:49][CH3:50])[N:33]=1. The catalyst is C1COCC1. The product is [CH2:1]([O:8][CH2:9][C@H:10]1[C@@H:14]([O:15][Si:16]([C:19]([CH3:20])([CH3:22])[CH3:21])([CH3:18])[CH3:17])[CH2:13][C@H:12]([NH:23][C:36]2[N:35]=[C:34]([NH:39][C@@H:40]3[C:48]4[C:43](=[CH:44][CH:45]=[CH:46][CH:47]=4)[CH2:42][C@@H:41]3[O:49][CH3:50])[N:33]=[C:32]([Cl:31])[N:37]=2)[CH2:11]1)[C:2]1[CH:7]=[CH:6][CH:5]=[CH:4][CH:3]=1. The yield is 0.310.